From a dataset of Retrosynthesis with 50K atom-mapped reactions and 10 reaction types from USPTO. Predict the reactants needed to synthesize the given product. (1) The reactants are: COC(=O)c1ccc(C#N)c(Cl)c1C. Given the product Cc1c(CO)ccc(C#N)c1Cl, predict the reactants needed to synthesize it. (2) Given the product O=C(OCc1cc(-c2ccccc2)c(=O)n2c1-c1sccc1CN2)N1CCOCC1, predict the reactants needed to synthesize it. The reactants are: O=C(Cl)N1CCOCC1.O=c1c(-c2ccccc2)cc(CO)c2n1NCc1ccsc1-2. (3) Given the product CN(CC(CCO)c1ccc(F)c(F)c1)C(=O)c1cccc2c1CCCC2, predict the reactants needed to synthesize it. The reactants are: CNCC(CCO)c1ccc(F)c(F)c1.O=C(Cl)c1cccc2c1CCCC2. (4) Given the product CCOc1cc(CC(=O)NC(CC(C)C)c2ccccc2N2CCCCC2)ccc1C(=O)O, predict the reactants needed to synthesize it. The reactants are: CCOC(=O)c1ccc(CC(=O)NC(CC(C)C)c2ccccc2N2CCCCC2)cc1OCC.